This data is from Catalyst prediction with 721,799 reactions and 888 catalyst types from USPTO. The task is: Predict which catalyst facilitates the given reaction. (1) Reactant: [F:1][C:2]1[CH:7]=[CH:6][C:5]([F:8])=[CH:4][C:3]=1[N:9]1[C:13]([OH:14])=[CH:12][C:11]([C:15]([O:17][CH2:18][CH3:19])=[O:16])=[N:10]1.C(N(CC)CC)C.C1C=CC(N([S:34]([C:37]([F:40])([F:39])[F:38])(=[O:36])=[O:35])[S:34]([C:37]([F:40])([F:39])[F:38])(=[O:36])=[O:35])=CC=1.O. Product: [F:1][C:2]1[CH:7]=[CH:6][C:5]([F:8])=[CH:4][C:3]=1[N:9]1[C:13]([O:14][S:34]([C:37]([F:40])([F:39])[F:38])(=[O:36])=[O:35])=[CH:12][C:11]([C:15]([O:17][CH2:18][CH3:19])=[O:16])=[N:10]1. The catalyst class is: 7. (2) Product: [Br:19][C:2]1[C:7]([N+:8]([O-:10])=[O:9])=[CH:6][C:5]([Br:11])=[CH:4][N:3]=1. Reactant: O[C:2]1[C:7]([N+:8]([O-:10])=[O:9])=[CH:6][C:5]([Br:11])=[CH:4][N:3]=1.CN(C)C=O.P(Br)(Br)([Br:19])=O.N1C=CC=CC=1. The catalyst class is: 93. (3) Reactant: [CH3:1][O:2][C:3](=[O:13])[C@@H:4]([NH2:12])[CH2:5][CH:6]1[CH2:11][CH2:10][CH2:9][CH2:8][CH2:7]1.C(N(CC)C(C)C)(C)C.C([O:25][C:26](=O)/[CH:27]=[C:28](/[O:31][C:32]1[CH:37]=[CH:36][C:35]([Cl:38])=[CH:34][C:33]=1[Cl:39])\[CH2:29]Br)C. Product: [CH3:1][O:2][C:3](=[O:13])[C@@H:4]([N:12]1[CH2:29][C:28]([O:31][C:32]2[CH:37]=[CH:36][C:35]([Cl:38])=[CH:34][C:33]=2[Cl:39])=[CH:27][C:26]1=[O:25])[CH2:5][CH:6]1[CH2:11][CH2:10][CH2:9][CH2:8][CH2:7]1. The catalyst class is: 9. (4) Reactant: [OH:1][CH:2]1[CH2:7][CH2:6][CH:5]([CH2:8][NH:9][C:10]([N:12]2[CH2:16][CH2:15][CH2:14][CH2:13]2)=[O:11])[CH2:4][CH2:3]1.C1N=CN([C:22]([N:24]2C=N[CH:26]=[CH:25]2)=[O:23])C=1.CI.[N:31]1[CH:36]=[CH:35]C=[CH:33][C:32]=1CN. Product: [N:12]1([C:10]([NH:9][CH2:8][CH:5]2[CH2:6][CH2:7][CH:2]([O:1][C:22](=[O:23])[NH:24][CH2:25][C:26]3[CH:35]=[CH:36][N:31]=[CH:32][CH:33]=3)[CH2:3][CH2:4]2)=[O:11])[CH2:16][CH2:15][CH2:14][CH2:13]1. The catalyst class is: 47. (5) Product: [Cl:20][C:16]1[CH:15]=[C:14]([C:6]2[C:5]3[C:10](=[CH:11][CH:12]=[C:3]([C:2]([C:27]4[CH:28]=[N:29][C:30]([Cl:33])=[CH:31][CH:32]=4)([N:1]=[CH:34][C:35]4[CH:40]=[CH:39][C:38]([O:41][CH3:42])=[CH:37][CH:36]=4)[C:21]4[N:22]([CH3:26])[CH:23]=[N:24][CH:25]=4)[CH:4]=3)[NH:9][C:8](=[O:13])[CH:7]=2)[CH:19]=[CH:18][CH:17]=1. The catalyst class is: 15. Reactant: [NH2:1][C:2]([C:27]1[CH:28]=[N:29][C:30]([Cl:33])=[CH:31][CH:32]=1)([C:21]1[N:22]([CH3:26])[CH:23]=[N:24][CH:25]=1)[C:3]1[CH:4]=[C:5]2[C:10](=[CH:11][CH:12]=1)[NH:9][C:8](=[O:13])[CH:7]=[C:6]2[C:14]1[CH:19]=[CH:18][CH:17]=[C:16]([Cl:20])[CH:15]=1.[CH:34](=O)[C:35]1[CH:40]=[CH:39][C:38]([O:41][CH3:42])=[CH:37][CH:36]=1.[OH-].N.C(OCC)(=O)C.